From a dataset of Full USPTO retrosynthesis dataset with 1.9M reactions from patents (1976-2016). Predict the reactants needed to synthesize the given product. (1) Given the product [C:49]([O:53][C:54](=[O:63])[NH:55][CH2:56][CH:57]([CH:60]1[CH2:62][CH2:61]1)[N:58]([CH3:59])[C:7]([C:5]1[N:6]=[C:2]([CH3:1])[S:3][C:4]=1[C:10]1[CH:15]=[CH:14][CH:13]=[CH:12][CH:11]=1)=[O:9])([CH3:52])([CH3:50])[CH3:51], predict the reactants needed to synthesize it. The reactants are: [CH3:1][C:2]1[S:3][C:4]([C:10]2[CH:15]=[CH:14][CH:13]=[CH:12][CH:11]=2)=[C:5]([C:7]([OH:9])=O)[N:6]=1.CCN(C(C)C)C(C)C.CN(C(ON1N=NC2C=CC=NC1=2)=[N+](C)C)C.F[P-](F)(F)(F)(F)F.[C:49]([O:53][C:54](=[O:63])[NH:55][CH2:56][CH:57]([CH:60]1[CH2:62][CH2:61]1)[NH:58][CH3:59])([CH3:52])([CH3:51])[CH3:50]. (2) Given the product [CH2:1]([O:3][C:4]1[CH:13]=[CH:12][C:7]([C:8]([O:10][CH3:11])=[O:9])=[CH:6][C:5]=1[C:28]#[C:22][C:23]1[CH:24]=[CH:25][CH:26]=[CH:27][N:17]=1)[CH3:2], predict the reactants needed to synthesize it. The reactants are: [CH2:1]([O:3][C:4]1[CH:13]=[CH:12][C:7]([C:8]([O:10][CH3:11])=[O:9])=[CH:6][C:5]=1I)[CH3:2].C([N:17](CC)CC)C.[C:22]1([CH3:28])[CH:27]=[CH:26][CH:25]=[CH:24][CH:23]=1.